Dataset: Forward reaction prediction with 1.9M reactions from USPTO patents (1976-2016). Task: Predict the product of the given reaction. (1) Given the reactants [N+:1]([C:4]1[CH:12]=[C:11]([N+:13]([O-:15])=[O:14])[CH:10]=[CH:9][C:5]=1[C:6](Cl)=[O:7])([O-:3])=[O:2].[N+](C1C=C([N+]([O-])=O)C=CC=1C(O)=O)([O-])=O.[NH2:31][C@H:32]([C:34]([OH:36])=[O:35])[CH3:33].C(=O)([O-])[O-].[Na+].[Na+], predict the reaction product. The product is: [N+:1]([C:4]1[CH:12]=[C:11]([N+:13]([O-:15])=[O:14])[CH:10]=[CH:9][C:5]=1[C:6]([NH:31][C@@H:32]([CH3:33])[C:34]([OH:36])=[O:35])=[O:7])([O-:3])=[O:2]. (2) Given the reactants [Cl:1][C:2]1[CH:7]=[C:6]([NH:8][C:9]2[C:18]3[C:13](=[CH:14][CH:15]=[CH:16][C:17]=3F)[N:12]=[CH:11][N:10]=2)[CH:5]=[CH:4][C:3]=1[OH:20].[CH2:21]([CH2:23][NH2:24])[OH:22], predict the reaction product. The product is: [NH2:24][CH2:23][CH2:21][O:22][C:17]1[CH:16]=[CH:15][CH:14]=[C:13]2[C:18]=1[C:9]([NH:8][C:6]1[CH:5]=[CH:4][C:3]([OH:20])=[C:2]([Cl:1])[CH:7]=1)=[N:10][CH:11]=[N:12]2.